This data is from Catalyst prediction with 721,799 reactions and 888 catalyst types from USPTO. The task is: Predict which catalyst facilitates the given reaction. (1) Reactant: Br[CH2:2][C:3]1[CH:4]=[CH:5][C:6]([C:9]2[CH:14]=[C:13]([O:15][C:16]([F:19])([F:18])[F:17])[CH:12]=[CH:11][C:10]=2[S:20]([NH:23][C:24]([CH3:27])([CH3:26])[CH3:25])(=[O:22])=[O:21])=[N:7][CH:8]=1.[NH:28]1[CH2:33][CH2:32][O:31][CH2:30][CH2:29]1.C([O-])([O-])=O.[K+].[K+]. Product: [C:24]([NH:23][S:20]([C:10]1[CH:11]=[CH:12][C:13]([O:15][C:16]([F:18])([F:17])[F:19])=[CH:14][C:9]=1[C:6]1[CH:5]=[CH:4][C:3]([CH2:2][N:28]2[CH2:33][CH2:32][O:31][CH2:30][CH2:29]2)=[CH:8][N:7]=1)(=[O:21])=[O:22])([CH3:25])([CH3:26])[CH3:27]. The catalyst class is: 3. (2) Reactant: C(OC(=O)[NH:7][C:8]1([CH2:16][CH2:17][C:18]2[CH:23]=[CH:22][C:21]([CH2:24][CH2:25][CH2:26][N:27]3[C:35]4[C:30](=[CH:31][CH:32]=[CH:33][CH:34]=4)[C:29]([C:36](=[O:41])[C:37]([F:40])([F:39])[F:38])=[CH:28]3)=[CH:20][CH:19]=2)[CH2:13][O:12]C(C)(C)[O:10][CH2:9]1)(C)(C)C.C(Cl)Cl.Cl. Product: [NH2:7][C:8]([CH2:9][OH:10])([CH2:13][OH:12])[CH2:16][CH2:17][C:18]1[CH:23]=[CH:22][C:21]([CH2:24][CH2:25][CH2:26][N:27]2[C:35]3[C:30](=[CH:31][CH:32]=[CH:33][CH:34]=3)[C:29]([C:36](=[O:41])[C:37]([F:38])([F:39])[F:40])=[CH:28]2)=[CH:20][CH:19]=1. The catalyst class is: 5.